Dataset: Full USPTO retrosynthesis dataset with 1.9M reactions from patents (1976-2016). Task: Predict the reactants needed to synthesize the given product. (1) Given the product [CH2:3]([O:10][C:14]1[CH:15]=[C:16]([I:18])[CH:17]=[C:12]([Cl:11])[N:13]=1)[C:4]1[CH:9]=[CH:8][CH:7]=[CH:6][CH:5]=1, predict the reactants needed to synthesize it. The reactants are: [H-].[Na+].[CH2:3]([OH:10])[C:4]1[CH:9]=[CH:8][CH:7]=[CH:6][CH:5]=1.[Cl:11][C:12]1[CH:17]=[C:16]([I:18])[CH:15]=[C:14](Cl)[N:13]=1.[Cl-].[NH4+]. (2) The reactants are: [F:1][C:2]1[C:3]([O:9][CH3:10])=[C:4]([CH:6]=[CH:7][CH:8]=1)[NH2:5].[Br:11]Br. Given the product [Br:11][C:8]1[CH:7]=[CH:6][C:4]([NH2:5])=[C:3]([O:9][CH3:10])[C:2]=1[F:1], predict the reactants needed to synthesize it.